This data is from NCI-60 drug combinations with 297,098 pairs across 59 cell lines. The task is: Regression. Given two drug SMILES strings and cell line genomic features, predict the synergy score measuring deviation from expected non-interaction effect. (1) Drug 1: C1CCC(CC1)NC(=O)N(CCCl)N=O. Drug 2: CCC1=C2CN3C(=CC4=C(C3=O)COC(=O)C4(CC)O)C2=NC5=C1C=C(C=C5)O. Cell line: SK-MEL-2. Synergy scores: CSS=34.4, Synergy_ZIP=-8.58, Synergy_Bliss=-2.36, Synergy_Loewe=-13.1, Synergy_HSA=-0.708. (2) Cell line: UACC62. Drug 1: C1CCC(C1)C(CC#N)N2C=C(C=N2)C3=C4C=CNC4=NC=N3. Drug 2: CC1C(C(CC(O1)OC2CC(OC(C2O)C)OC3=CC4=CC5=C(C(=O)C(C(C5)C(C(=O)C(C(C)O)O)OC)OC6CC(C(C(O6)C)O)OC7CC(C(C(O7)C)O)OC8CC(C(C(O8)C)O)(C)O)C(=C4C(=C3C)O)O)O)O. Synergy scores: CSS=-4.48, Synergy_ZIP=4.32, Synergy_Bliss=8.45, Synergy_Loewe=-0.0850, Synergy_HSA=-1.11. (3) Drug 1: CC1CCC2CC(C(=CC=CC=CC(CC(C(=O)C(C(C(=CC(C(=O)CC(OC(=O)C3CCCCN3C(=O)C(=O)C1(O2)O)C(C)CC4CCC(C(C4)OC)O)C)C)O)OC)C)C)C)OC. Drug 2: CC1=C(C(=CC=C1)Cl)NC(=O)C2=CN=C(S2)NC3=CC(=NC(=N3)C)N4CCN(CC4)CCO. Cell line: M14. Synergy scores: CSS=9.18, Synergy_ZIP=-1.86, Synergy_Bliss=0.494, Synergy_Loewe=-0.352, Synergy_HSA=0.497. (4) Cell line: HCC-2998. Synergy scores: CSS=-8.29, Synergy_ZIP=6.47, Synergy_Bliss=6.00, Synergy_Loewe=-3.34, Synergy_HSA=-6.39. Drug 2: COCCOC1=C(C=C2C(=C1)C(=NC=N2)NC3=CC=CC(=C3)C#C)OCCOC.Cl. Drug 1: CC(C)CN1C=NC2=C1C3=CC=CC=C3N=C2N. (5) Drug 2: C(CN)CNCCSP(=O)(O)O. Cell line: SW-620. Synergy scores: CSS=6.35, Synergy_ZIP=-1.39, Synergy_Bliss=2.53, Synergy_Loewe=-13.1, Synergy_HSA=0.891. Drug 1: C1=CC=C(C=C1)NC(=O)CCCCCCC(=O)NO. (6) Synergy scores: CSS=36.9, Synergy_ZIP=-4.21, Synergy_Bliss=-6.09, Synergy_Loewe=-3.48, Synergy_HSA=-2.61. Drug 2: CC1C(C(CC(O1)OC2CC(CC3=C2C(=C4C(=C3O)C(=O)C5=C(C4=O)C(=CC=C5)OC)O)(C(=O)CO)O)N)O.Cl. Cell line: T-47D. Drug 1: CC1=C(N=C(N=C1N)C(CC(=O)N)NCC(C(=O)N)N)C(=O)NC(C(C2=CN=CN2)OC3C(C(C(C(O3)CO)O)O)OC4C(C(C(C(O4)CO)O)OC(=O)N)O)C(=O)NC(C)C(C(C)C(=O)NC(C(C)O)C(=O)NCCC5=NC(=CS5)C6=NC(=CS6)C(=O)NCCC[S+](C)C)O. (7) Drug 1: C1=NC(=NC(=O)N1C2C(C(C(O2)CO)O)O)N. Drug 2: C1CNP(=O)(OC1)N(CCCl)CCCl. Cell line: NCI-H226. Synergy scores: CSS=32.0, Synergy_ZIP=-11.4, Synergy_Bliss=-2.73, Synergy_Loewe=-57.3, Synergy_HSA=-1.08. (8) Drug 1: C1=CC(=CC=C1C#N)C(C2=CC=C(C=C2)C#N)N3C=NC=N3. Drug 2: CC1C(C(CC(O1)OC2CC(CC3=C2C(=C4C(=C3O)C(=O)C5=C(C4=O)C(=CC=C5)OC)O)(C(=O)CO)O)N)O.Cl. Cell line: ACHN. Synergy scores: CSS=26.5, Synergy_ZIP=-1.93, Synergy_Bliss=0.284, Synergy_Loewe=-13.0, Synergy_HSA=-3.67.